This data is from Full USPTO retrosynthesis dataset with 1.9M reactions from patents (1976-2016). The task is: Predict the reactants needed to synthesize the given product. (1) Given the product [CH:26]1([C:8]2[CH:7]=[C:6]([C:4]([OH:5])=[O:3])[C:15](=[O:16])[N:14]3[C:9]=2[C:10]([CH3:25])=[C:11]([C:17]2[CH:22]=[CH:21][C:20]([O:23][CH3:24])=[CH:19][CH:18]=2)[CH:12]=[CH:13]3)[CH2:28][CH2:27]1, predict the reactants needed to synthesize it. The reactants are: C([O:3][C:4]([C:6]1[C:15](=[O:16])[N:14]2[C:9]([C:10]([CH3:25])=[C:11]([C:17]3[CH:22]=[CH:21][C:20]([O:23][CH3:24])=[CH:19][CH:18]=3)[CH:12]=[CH:13]2)=[C:8]([CH:26]2[CH2:28][CH2:27]2)[CH:7]=1)=[O:5])C.[Li+].[OH-].Cl.C(OCC)(=O)C. (2) Given the product [ClH:4].[NH:2]([C:5]1[CH:10]=[CH:9][C:8]([N+:11]([O-:13])=[O:12])=[CH:7][N:6]=1)[NH2:3], predict the reactants needed to synthesize it. The reactants are: O.[NH2:2][NH2:3].[Cl:4][C:5]1[CH:10]=[CH:9][C:8]([N+:11]([O-:13])=[O:12])=[CH:7][N:6]=1. (3) Given the product [CH2:18]([O:17][CH:5]([CH2:6][C:7]1[CH:8]=[C:9]2[C:13](=[CH:14][CH:15]=1)[N:12]([CH2:35][CH2:34][CH2:33][C:23]1[N:24]=[C:25]([C:27]3[CH:32]=[CH:31][CH:30]=[CH:29][CH:28]=3)[O:26][C:22]=1[CH3:21])[C:11]([CH3:16])=[CH:10]2)[C:4]([OH:3])=[O:20])[CH3:19], predict the reactants needed to synthesize it. The reactants are: C([O:3][C:4](=[O:20])[CH:5]([O:17][CH2:18][CH3:19])[CH2:6][C:7]1[CH:8]=[C:9]2[C:13](=[CH:14][CH:15]=1)[NH:12][C:11]([CH3:16])=[CH:10]2)C.[CH3:21][C:22]1[O:26][C:25]([C:27]2[CH:32]=[CH:31][CH:30]=[CH:29][CH:28]=2)=[N:24][C:23]=1[CH2:33][CH2:34][CH2:35]OS(C)(=O)=O. (4) Given the product [CH2:1]([N:4]1[C:12]([C:13]2[S:14][CH:15]=[CH:16][CH:17]=2)=[N:11][C:10]2[C:9](=[O:18])[N:8]([CH2:19][CH2:20][CH3:21])[CH:7]=[N:6][C:5]1=2)[CH:2]=[CH2:3], predict the reactants needed to synthesize it. The reactants are: [CH2:1]([N:4]1[C:12]([C:13]2[S:14][CH:15]=[CH:16][CH:17]=2)=[N:11][C:10]2[C:9](=[O:18])[NH:8][CH:7]=[N:6][C:5]1=2)[CH:2]=[CH2:3].[CH2:19](I)[CH2:20][CH3:21].C([O-])([O-])=O.[Cs+].[Cs+]. (5) Given the product [CH:1]([C@@H:4]1[N:10]([CH3:23])[CH2:9][C:8]2[CH:11]=[CH:12][C:13]([C:15]([O:17][CH3:18])=[O:16])=[CH:14][C:7]=2[O:6][CH2:5]1)([CH3:3])[CH3:2], predict the reactants needed to synthesize it. The reactants are: [CH:1]([C@@H:4]1[NH:10][CH2:9][C:8]2[CH:11]=[CH:12][C:13]([C:15]([O:17][CH3:18])=[O:16])=[CH:14][C:7]=2[O:6][CH2:5]1)([CH3:3])[CH3:2].C=O.[BH-](OC(C)=O)(OC(C)=O)O[C:23](C)=O.[Na+]. (6) Given the product [CH3:14][C:13]([CH3:15])=[CH:12][CH2:11][O:4][CH2:3][C:2]([CH3:10])([CH3:1])[CH:5]([OH:9])[CH:6]([CH3:8])[CH3:7], predict the reactants needed to synthesize it. The reactants are: [CH3:1][C:2]([CH3:10])([CH:5]([OH:9])[CH:6]([CH3:8])[CH3:7])[CH2:3][OH:4].[CH2:11](Cl)[CH:12]=[C:13]([CH3:15])[CH3:14]. (7) Given the product [Cl:19][C:17]1[CH:16]=[CH:15][C:14]([NH:20][C:21](=[O:23])[CH3:22])=[C:13]([C:10]2[CH:9]=[CH:8][C:7]([N:6]3[C:5]4[CH:24]=[CH:25][CH:26]=[CH:27][C:4]=4[N:3]([CH2:10][C:13]4[CH:18]=[CH:17][CH:16]=[C:15]5[C:14]=4[CH:30]=[CH:31][NH:32]5)[C:2]3=[NH:1])=[CH:12][N:11]=2)[CH:18]=1, predict the reactants needed to synthesize it. The reactants are: [NH2:1][C:2]1[N:6]([C:7]2[CH:8]=[CH:9][C:10]([C:13]3[CH:18]=[C:17]([Cl:19])[CH:16]=[CH:15][C:14]=3[NH:20][C:21](=[O:23])[CH3:22])=[N:11][CH:12]=2)[C:5]2[CH:24]=[CH:25][CH:26]=[CH:27][C:4]=2[N:3]=1.[I-].[K+].[CH3:30][C:31]#[N:32]. (8) Given the product [N:1]1[N:2]=[C:3]([C:10]2[CH:19]=[CH:18][C:17]3[C:12](=[C:13]([O:20][CH:21]4[CH2:26][CH2:25][N:24]([C:41]([NH2:40])=[O:42])[CH2:23][CH2:22]4)[CH:14]=[CH:15][CH:16]=3)[N:11]=2)[N:4]2[CH:9]=[CH:8][CH:7]=[CH:6][C:5]=12, predict the reactants needed to synthesize it. The reactants are: [N:1]1[N:2]=[C:3]([C:10]2[CH:19]=[CH:18][C:17]3[C:12](=[C:13]([O:20][CH:21]4[CH2:26][CH2:25][NH:24][CH2:23][CH2:22]4)[CH:14]=[CH:15][CH:16]=3)[N:11]=2)[N:4]2[CH:9]=[CH:8][CH:7]=[CH:6][C:5]=12.CCN(C(C)C)C(C)C.[Si]([N:40]=[C:41]=[O:42])(C)(C)C. (9) Given the product [N:14]1([C:2]2[C:11]([CH:12]=[O:13])=[CH:10][C:9]3[C:4](=[CH:5][CH:6]=[CH:7][CH:8]=3)[N:3]=2)[CH2:19][CH2:18][O:17][CH2:16][CH2:15]1, predict the reactants needed to synthesize it. The reactants are: Cl[C:2]1[C:11]([CH:12]=[O:13])=[CH:10][C:9]2[C:4](=[CH:5][CH:6]=[CH:7][CH:8]=2)[N:3]=1.[NH:14]1[CH2:19][CH2:18][O:17][CH2:16][CH2:15]1. (10) Given the product [CH:12]1([NH:11][C:9]2[C:8]([C:15]([NH2:17])=[O:16])=[C:7]([OH:18])[N:6]=[C:5]([S:29][CH2:31][CH3:22])[N:10]=2)[CH2:13][CH2:14]1, predict the reactants needed to synthesize it. The reactants are: NC(=O)CN[C:5]1[N:10]=[C:9]([NH:11][CH:12]2[CH2:14][CH2:13]2)[C:8]([C:15]([NH2:17])=[O:16])=[C:7]([OH:18])[N:6]=1.OO.[C:22]([O-])([O-])=O.[K+].[K+].C[S:29]([CH3:31])=O.